Dataset: Full USPTO retrosynthesis dataset with 1.9M reactions from patents (1976-2016). Task: Predict the reactants needed to synthesize the given product. Given the product [Br:32][C:33]1[C:34]([C:44]([O:46][CH2:47][CH3:48])=[O:45])=[CH:35][C:36]2[CH2:37][CH2:38][CH2:39][C:40]([OH:43])([C:11]3[S:12][C:8]([C:6]4[CH:7]=[C:2]([CH3:1])[CH:3]=[C:4]([NH:13][C:14]5[CH:19]=[C:18]([C:20]([F:23])([F:21])[F:22])[CH:17]=[CH:16][N:15]=5)[N:5]=4)=[CH:9][N:10]=3)[C:41]=2[CH:42]=1, predict the reactants needed to synthesize it. The reactants are: [CH3:1][C:2]1[CH:7]=[C:6]([C:8]2[S:12][CH:11]=[N:10][CH:9]=2)[N:5]=[C:4]([NH:13][C:14]2[CH:19]=[C:18]([C:20]([F:23])([F:22])[F:21])[CH:17]=[CH:16][N:15]=2)[CH:3]=1.[Li+].CC([N-]C(C)C)C.[Br:32][C:33]1[C:34]([C:44]([O:46][CH2:47][CH3:48])=[O:45])=[CH:35][C:36]2[CH2:37][CH2:38][CH2:39][C:40](=[O:43])[C:41]=2[CH:42]=1.